Task: Predict the reactants needed to synthesize the given product.. Dataset: Full USPTO retrosynthesis dataset with 1.9M reactions from patents (1976-2016) (1) Given the product [CH:22]1([C:3]2[C:4]3[CH:9]=[CH:8][C:7]([C:10]([O:12][CH2:13][CH3:14])=[O:11])=[N:6][C:5]=3[N:15]3[C:2]=2[C:36]2[CH:41]=[CH:40][CH:39]=[CH:38][C:37]=2[NH:42][C:17](=[O:18])[CH2:16]3)[CH2:23][CH2:24][CH2:25][CH2:26][CH2:27]1, predict the reactants needed to synthesize it. The reactants are: Br[C:2]1[N:15]([CH2:16][C:17](OCC)=[O:18])[C:5]2=[N:6][C:7]([C:10]([O:12][CH2:13][CH3:14])=[O:11])=[CH:8][CH:9]=[C:4]2[C:3]=1[CH:22]1[CH2:27][CH2:26][CH2:25][CH2:24][CH2:23]1.CC1(C)C(C)(C)OB([C:36]2[CH:41]=[CH:40][CH:39]=[CH:38][C:37]=2[NH2:42])O1.O.C(=O)([O-])O.[Na+]. (2) Given the product [CH:25]1([NH:24][C:23]([C:20]2[CH:21]=[CH:22][C:17]([C:15]3[N:16]=[C:12]([NH:11][C:10]([C@@H:6]4[CH2:7][CH2:8][CH2:9][C@H:5]4[C:3]([OH:4])=[O:2])=[O:29])[S:13][CH:14]=3)=[CH:18][CH:19]=2)=[O:28])[CH2:26][CH2:27]1, predict the reactants needed to synthesize it. The reactants are: C[O:2][C:3]([C@@H:5]1[CH2:9][CH2:8][CH2:7][C@H:6]1[C:10](=[O:29])[NH:11][C:12]1[S:13][CH:14]=[C:15]([C:17]2[CH:22]=[CH:21][C:20]([C:23](=[O:28])[NH:24][CH:25]3[CH2:27][CH2:26]3)=[CH:19][CH:18]=2)[N:16]=1)=[O:4].[Li+].[OH-].CC(O)=O. (3) Given the product [C:1]([O:5][C:6]([N:8]1[CH2:9][CH2:10][CH:11]([C:14](=[O:16])[NH:59][C:58]2[CH:57]=[CH:56][C:53]([C:54]#[N:55])=[CH:52][C:51]=2[NH2:50])[CH2:12][CH2:13]1)=[O:7])([CH3:2])([CH3:3])[CH3:4], predict the reactants needed to synthesize it. The reactants are: [C:1]([O:5][C:6]([N:8]1[CH2:13][CH2:12][CH:11]([C:14]([OH:16])=O)[CH2:10][CH2:9]1)=[O:7])([CH3:4])([CH3:3])[CH3:2].CN(C(ON1N=NC2C=CC=CC1=2)=[N+](C)C)C.F[P-](F)(F)(F)(F)F.C(N(C(C)C)CC)(C)C.[NH2:50][C:51]1[CH:52]=[C:53]([CH:56]=[CH:57][C:58]=1[NH2:59])[C:54]#[N:55]. (4) Given the product [OH:1][C:2]1([CH3:18])[N:6]([C:7]([O:9][CH2:10][CH:11]=[CH2:12])=[O:8])[C@@H:5]([C:13]([O:15][CH2:16][CH3:17])=[O:14])[CH2:4][CH2:3]1, predict the reactants needed to synthesize it. The reactants are: [O:1]=[C:2]1[N:6]([C:7]([O:9][CH2:10][CH:11]=[CH2:12])=[O:8])[C@@H:5]([C:13]([O:15][CH2:16][CH3:17])=[O:14])[CH2:4][CH2:3]1.[CH3:18][Al](C)C.C1(C)C=CC=CC=1.